Dataset: Full USPTO retrosynthesis dataset with 1.9M reactions from patents (1976-2016). Task: Predict the reactants needed to synthesize the given product. (1) Given the product [Br:1][C:2]1[CH:7]=[CH:6][C:5]([S:8][CH2:13][C:12]([F:26])([F:25])[F:11])=[CH:4][CH:3]=1, predict the reactants needed to synthesize it. The reactants are: [Br:1][C:2]1[CH:7]=[CH:6][C:5]([SH:8])=[CH:4][CH:3]=1.[H-].[Na+].[F:11][C:12]([F:26])([F:25])[CH2:13]OS(C1C=CC(C)=CC=1)(=O)=O.O. (2) Given the product [F:1][C:2]1[CH:7]=[C:6]([F:8])[CH:5]=[CH:4][C:3]=1[C@:9]([OH:24])([C@H:16]([S:18][C@@H:19]1[CH2:20][O:21][C@@H:39](/[CH:38]=[CH:37]/[CH:36]=[CH:35]/[CH:34]=[CH:33]/[C:30]2[CH:29]=[CH:28][C:27]([C:26]([F:25])([F:41])[F:42])=[CH:32][CH:31]=2)[O:23][CH2:22]1)[CH3:17])[CH2:10][N:11]1[CH:15]=[N:14][CH:13]=[N:12]1, predict the reactants needed to synthesize it. The reactants are: [F:1][C:2]1[CH:7]=[C:6]([F:8])[CH:5]=[CH:4][C:3]=1[C@:9]([OH:24])([C@H:16]([S:18][CH:19]([CH2:22][OH:23])[CH2:20][OH:21])[CH3:17])[CH2:10][N:11]1[CH:15]=[N:14][CH:13]=[N:12]1.[F:25][C:26]([F:42])([F:41])[C:27]1[CH:32]=[CH:31][C:30](/[CH:33]=[CH:34]/[CH:35]=[CH:36]/[CH:37]=[CH:38]/[CH:39]=O)=[CH:29][CH:28]=1. (3) Given the product [C:1]([O:5][C:6]([N:7]1[CH2:8][CH2:9][O:13][CH:12]([C:14]2[CH:19]=[CH:18][C:17]([Br:20])=[C:16]([F:21])[CH:15]=2)[CH2:11]1)=[O:22])([CH3:4])([CH3:3])[CH3:2], predict the reactants needed to synthesize it. The reactants are: [C:1]([O:5][C:6](=[O:22])[N:7]([CH2:11][CH:12]([C:14]1[CH:19]=[CH:18][C:17]([Br:20])=[C:16]([F:21])[CH:15]=1)[OH:13])[CH2:8][CH2:9]O)([CH3:4])([CH3:3])[CH3:2].C(N(CC)CC)C.CS(Cl)(=O)=O. (4) Given the product [CH:13]1([CH2:12][N:8]2[C:7](=[O:16])[C:6]3([CH3:21])[CH2:17][O:18][CH2:19][CH2:20][N:5]3[C:4]3[N:3]=[C:2]([C:36]4[CH:35]=[CH:34][C:33]([NH:32][C:30]([NH:29][CH3:28])=[O:31])=[CH:38][CH:37]=4)[N:11]=[CH:10][C:9]2=3)[CH2:15][CH2:14]1, predict the reactants needed to synthesize it. The reactants are: Cl[C:2]1[N:11]=[CH:10][C:9]2[N:8]([CH2:12][CH:13]3[CH2:15][CH2:14]3)[C:7](=[O:16])[C:6]3([CH3:21])[CH2:17][O:18][CH2:19][CH2:20][N:5]3[C:4]=2[N:3]=1.O1CCOCC1.[CH3:28][NH:29][C:30]([NH:32][C:33]1[CH:38]=[CH:37][C:36](B2OC(C)(C)C(C)(C)O2)=[CH:35][CH:34]=1)=[O:31].C([O-])(O)=O.[Na+]. (5) Given the product [CH2:12]([C@H:10]([NH:11][CH2:21][CH2:20][CH2:26][S:23]([OH:25])(=[O:24])=[O:22])[C:9]([O:8][CH2:1][C:2]1[CH:3]=[CH:4][CH:5]=[CH:6][CH:7]=1)=[O:19])[C:13]1[CH:18]=[CH:17][CH:16]=[CH:15][CH:14]=1, predict the reactants needed to synthesize it. The reactants are: [CH2:1]([O:8][C:9](=[O:19])[C@H:10]([CH2:12][C:13]1[CH:18]=[CH:17][CH:16]=[CH:15][CH:14]=1)[NH2:11])[C:2]1[CH:7]=[CH:6][CH:5]=[CH:4][CH:3]=1.[CH2:20]1[CH2:26][S:23](=[O:25])(=[O:24])[O:22][CH2:21]1. (6) Given the product [CH3:43][C:42]1[CH:41]=[CH:40][CH:39]=[C:48]([CH3:49])[C:47]=1[C:2]1[CH:12]=[C:11]([CH3:13])[C:5]2[N:6]=[C:7]([NH:10][C:15]3[CH:20]=[CH:19][C:18]([C:21]4([C:24]#[N:25])[CH2:23][CH2:22]4)=[CH:17][CH:16]=3)[N:8]=[N:9][C:4]=2[CH:3]=1, predict the reactants needed to synthesize it. The reactants are: Br[C:2]1[CH:12]=[C:11]([CH3:13])[C:5]2[N:6]=[C:7]([NH2:10])[N:8]=[N:9][C:4]=2[CH:3]=1.Br[C:15]1[CH:20]=[CH:19][C:18]([C:21]2([C:24]#[N:25])[CH2:23][CH2:22]2)=[CH:17][CH:16]=1.C1C=CC(P([C:39]2[C:48]([C:49]3C(P(C4C=CC=CC=4)C4C=CC=CC=4)=CC=C4C=3C=CC=C4)=[C:47]3[C:42]([CH:43]=CC=C3)=[CH:41][CH:40]=2)C2C=CC=CC=2)=CC=1.CC([O-])(C)C.[K+]. (7) The reactants are: [S:1]1[CH:5]=[CH:4][CH:3]=[C:2]1[N:6]([C:8]([O:10][C:11]([CH3:14])([CH3:13])[CH3:12])=[O:9])[NH2:7].C(N(CC)CC)C.[Cl:22][C:23]1[CH:31]=[CH:30][C:26]([C:27](Cl)=[O:28])=[CH:25][CH:24]=1. Given the product [Cl:22][C:23]1[CH:31]=[CH:30][C:26]([C:27]([NH:7][N:6]([C:2]2[S:1][CH:5]=[CH:4][CH:3]=2)[C:8]([O:10][C:11]([CH3:14])([CH3:13])[CH3:12])=[O:9])=[O:28])=[CH:25][CH:24]=1, predict the reactants needed to synthesize it.